Dataset: NCI-60 drug combinations with 297,098 pairs across 59 cell lines. Task: Regression. Given two drug SMILES strings and cell line genomic features, predict the synergy score measuring deviation from expected non-interaction effect. (1) Drug 1: C1CCN(CC1)CCOC2=CC=C(C=C2)C(=O)C3=C(SC4=C3C=CC(=C4)O)C5=CC=C(C=C5)O. Drug 2: CC12CCC3C(C1CCC2=O)CC(=C)C4=CC(=O)C=CC34C. Cell line: NCI-H522. Synergy scores: CSS=55.0, Synergy_ZIP=-0.214, Synergy_Bliss=-3.31, Synergy_Loewe=-1.55, Synergy_HSA=-2.18. (2) Drug 1: C1=CC=C(C=C1)NC(=O)CCCCCCC(=O)NO. Cell line: ACHN. Synergy scores: CSS=0.578, Synergy_ZIP=-3.81, Synergy_Bliss=-3.91, Synergy_Loewe=-4.98, Synergy_HSA=-4.94. Drug 2: C1CNP(=O)(OC1)N(CCCl)CCCl. (3) Drug 1: C1=NC2=C(N=C(N=C2N1C3C(C(C(O3)CO)O)F)Cl)N. Drug 2: N.N.Cl[Pt+2]Cl. Cell line: HCT116. Synergy scores: CSS=80.7, Synergy_ZIP=-0.967, Synergy_Bliss=-1.64, Synergy_Loewe=2.70, Synergy_HSA=5.90. (4) Cell line: SN12C. Drug 2: CC1=C(C=C(C=C1)NC2=NC=CC(=N2)N(C)C3=CC4=NN(C(=C4C=C3)C)C)S(=O)(=O)N.Cl. Drug 1: CNC(=O)C1=CC=CC=C1SC2=CC3=C(C=C2)C(=NN3)C=CC4=CC=CC=N4. Synergy scores: CSS=7.25, Synergy_ZIP=-2.28, Synergy_Bliss=-2.05, Synergy_Loewe=-1.19, Synergy_HSA=-1.19. (5) Drug 1: CN1C(=O)N2C=NC(=C2N=N1)C(=O)N. Drug 2: C1=NC2=C(N=C(N=C2N1C3C(C(C(O3)CO)O)F)Cl)N. Cell line: KM12. Synergy scores: CSS=-1.58, Synergy_ZIP=-0.422, Synergy_Bliss=-1.83, Synergy_Loewe=-12.1, Synergy_HSA=-3.72. (6) Drug 1: C1=CC(=C2C(=C1NCCNCCO)C(=O)C3=C(C=CC(=C3C2=O)O)O)NCCNCCO. Drug 2: C#CCC(CC1=CN=C2C(=N1)C(=NC(=N2)N)N)C3=CC=C(C=C3)C(=O)NC(CCC(=O)O)C(=O)O. Cell line: SF-539. Synergy scores: CSS=9.63, Synergy_ZIP=-9.13, Synergy_Bliss=-12.4, Synergy_Loewe=-14.6, Synergy_HSA=-9.06. (7) Drug 1: CNC(=O)C1=CC=CC=C1SC2=CC3=C(C=C2)C(=NN3)C=CC4=CC=CC=N4. Drug 2: CC12CCC3C(C1CCC2OP(=O)(O)O)CCC4=C3C=CC(=C4)OC(=O)N(CCCl)CCCl.[Na+]. Cell line: UACC-257. Synergy scores: CSS=-3.28, Synergy_ZIP=-3.70, Synergy_Bliss=-9.04, Synergy_Loewe=-10.5, Synergy_HSA=-10.1. (8) Drug 1: C1CCC(CC1)NC(=O)N(CCCl)N=O. Drug 2: CC1=C(C(=CC=C1)Cl)NC(=O)C2=CN=C(S2)NC3=CC(=NC(=N3)C)N4CCN(CC4)CCO. Cell line: LOX IMVI. Synergy scores: CSS=66.7, Synergy_ZIP=-5.84, Synergy_Bliss=-0.194, Synergy_Loewe=-0.344, Synergy_HSA=4.29. (9) Drug 1: CC1OCC2C(O1)C(C(C(O2)OC3C4COC(=O)C4C(C5=CC6=C(C=C35)OCO6)C7=CC(=C(C(=C7)OC)O)OC)O)O. Drug 2: CCC1(CC2CC(C3=C(CCN(C2)C1)C4=CC=CC=C4N3)(C5=C(C=C6C(=C5)C78CCN9C7C(C=CC9)(C(C(C8N6C=O)(C(=O)OC)O)OC(=O)C)CC)OC)C(=O)OC)O.OS(=O)(=O)O. Cell line: ACHN. Synergy scores: CSS=55.8, Synergy_ZIP=0.0644, Synergy_Bliss=0.324, Synergy_Loewe=-0.425, Synergy_HSA=-0.327.